This data is from Full USPTO retrosynthesis dataset with 1.9M reactions from patents (1976-2016). The task is: Predict the reactants needed to synthesize the given product. (1) Given the product [CH3:1][N:2]([CH3:34])[C:3]([C:5]1[N:27]([CH:28]2[CH2:29][CH2:30][CH2:31][CH2:32]2)[C:8]2[N:9]=[C:10]([NH2:13])[N:11]=[CH:12][C:7]=2[CH:6]=1)=[O:4], predict the reactants needed to synthesize it. The reactants are: [CH3:1][N:2]([CH3:34])[C:3]([C:5]1[N:27]([CH:28]([CH2:32]C)[CH2:29][CH2:30][CH3:31])[C:8]2[N:9]=[C:10]([N:13]=C(C3C=CC=CC=3)C3C=CC=CC=3)[N:11]=[CH:12][C:7]=2[CH:6]=1)=[O:4].Cl.CCCCCCC.CCOC(C)=O. (2) The reactants are: [F:1][C:2]([F:17])([F:16])[C:3]1[CH:4]=[C:5]([NH:9][C:10]2[CH2:14][CH2:13][C:12](=[O:15])[CH:11]=2)[CH:6]=[CH:7][CH:8]=1.[Cl:18][C:19]1[CH:24]=[CH:23][C:22]([CH:25](Cl)[N:26]=[C:27]=[O:28])=[CH:21][N:20]=1. Given the product [Cl:18][C:19]1[N:20]=[CH:21][C:22]([CH:25]2[NH:26][C:27](=[O:28])[N:9]([C:5]3[CH:6]=[CH:7][CH:8]=[C:3]([C:2]([F:16])([F:17])[F:1])[CH:4]=3)[C:10]3[CH2:14][CH2:13][C:12](=[O:15])[C:11]2=3)=[CH:23][CH:24]=1, predict the reactants needed to synthesize it.